From a dataset of Experimentally validated miRNA-target interactions with 360,000+ pairs, plus equal number of negative samples. Binary Classification. Given a miRNA mature sequence and a target amino acid sequence, predict their likelihood of interaction. (1) The protein sequence of the target gene is MKGDTRHLNGEEDAGGREDSILVNGACSDQSSDSPPILEAIRTPEIRGRRSSSRLSKREVSSLLSYTQDLTGDGDGEDGDGSDTPVMPKLFRETRTRSESPAVRTRNNNSVSSRERHRPSPRSTRGRQGRNHVDESPVEFPATRSLRRRATASAGTPWPSPPSSYLTIDLTDDTEDTHGTPQSSSTPYARLAQDSQQGGMESPQVEADSGDGDSSEYQDGKEFGIGDLVWGKIKGFSWWPAMVVSWKATSKRQAMSGMRWVQWFGDGKFSEVSADKLVALGLFSQHFNLATFNKLVSYRK.... The miRNA is hsa-miR-30e-3p with sequence CUUUCAGUCGGAUGUUUACAGC. Result: 0 (no interaction). (2) The miRNA is hsa-miR-4704-3p with sequence UCAGUCACAUAUCUAGUGUCUA. The protein sequence of the target gene is MPTRVLTMSARLGPLPQPPAAQDEPVFAQLKPVLGAANPARDAALFSGDDLKHAHHHPPAPPPAAGPRLPSEELVQTRCEMEKYLTPQLPPVPIISEHKKYRRDSASVVDQFFTDTEGIPYSINMNVFLPDITHLRTGLYKSQRPCVTQIKTEPVTIFSHQSESTAPPPPPAPTQALPEFTSIFSSHQTTAPPQEVNNIFIKQELPIPDLHLSVPSQQGHLYQLLNTPDLDMPSSTNQTAVMDTLNVSMAGLNPHPSAVPQTSMKQFQGMPPCTYTMPSQFLPQQATYFPPSPPSSEPGS.... Result: 0 (no interaction).